Dataset: HIV replication inhibition screening data with 41,000+ compounds from the AIDS Antiviral Screen. Task: Binary Classification. Given a drug SMILES string, predict its activity (active/inactive) in a high-throughput screening assay against a specified biological target. (1) The compound is CNC1CCc2cc(OC)c(OC)c(OC)c2-c2ccc(OC)c(=O)cc21. The result is 0 (inactive). (2) The molecule is COc1ccc(-c2oc3cc(OC)ccc3c(=O)c2O)cc1. The result is 0 (inactive). (3) The compound is C1OCN2CSCC12. The result is 0 (inactive). (4) The drug is COc1cc2c3c(c1OC)-c1ccccc1C(C(OC(C)=O)c1ccccc1)C3N(C)CC2. The result is 0 (inactive). (5) The molecule is c1ccc2c(c1)SCCCS2. The result is 0 (inactive). (6) The drug is CSCCC(C(=O)O)N(CC1(O)OCC(O)C(O)C1O)N=O. The result is 0 (inactive). (7) The molecule is CN(C)c1c(C2OC(CO)C(O)C2O)c(=O)c1=O. The result is 0 (inactive).